This data is from Peptide-MHC class II binding affinity with 134,281 pairs from IEDB. The task is: Regression. Given a peptide amino acid sequence and an MHC pseudo amino acid sequence, predict their binding affinity value. This is MHC class II binding data. (1) The peptide sequence is IPKGDFLTGPLNFTG. The MHC is HLA-DPA10201-DPB10101 with pseudo-sequence HLA-DPA10201-DPB10101. The binding affinity (normalized) is 0.442. (2) The peptide sequence is TLWQRPLVTIKIGGQLKEAL. The MHC is DRB1_1501 with pseudo-sequence DRB1_1501. The binding affinity (normalized) is 0.833. (3) The peptide sequence is CKKYFAATQFEPLAA. The MHC is HLA-DQA10501-DQB10301 with pseudo-sequence HLA-DQA10501-DQB10301. The binding affinity (normalized) is 0.192. (4) The peptide sequence is ENVLYKLCLSGDGWP. The MHC is DRB1_0101 with pseudo-sequence DRB1_0101. The binding affinity (normalized) is 0.334. (5) The peptide sequence is MLHHWIKVEYGNLSL. The MHC is DRB1_0901 with pseudo-sequence DRB1_0901. The binding affinity (normalized) is 0.559.